From a dataset of Full USPTO retrosynthesis dataset with 1.9M reactions from patents (1976-2016). Predict the reactants needed to synthesize the given product. (1) Given the product [CH:35]1([C:32]2[CH:33]=[C:34]3[NH:8][C:9](=[O:38])[C:10]4([CH:15]([C:16]5[CH:21]=[CH:20][CH:19]=[C:18]([Cl:22])[CH:17]=5)[CH2:14][C:13](=[O:23])[NH:12][CH:11]4[C:24]4([CH2:27][CH3:28])[CH2:25][CH2:26]4)[C:29]3=[CH:30][CH:31]=2)[CH2:36][CH2:37]1, predict the reactants needed to synthesize it. The reactants are: C(OC([N:8]1[C:34]2[C:29](=[CH:30][CH:31]=[C:32]([CH:35]3[CH2:37][CH2:36]3)[CH:33]=2)[C:10]2([CH:15]([C:16]3[CH:21]=[CH:20][CH:19]=[C:18]([Cl:22])[CH:17]=3)[CH2:14][C:13](=[O:23])[NH:12][CH:11]2[C:24]2([CH2:27][CH3:28])[CH2:26][CH2:25]2)[C:9]1=[O:38])=O)(C)(C)C. (2) Given the product [Br-:10].[CH2:16]([N+:3]1[C:2]([Cl:1])=[C:6]([Cl:7])[N:5]([C:18]2([CH2:17][CH3:16])[CH:27]=[CH:26][C:25]3[C:20](=[CH:21][CH:22]=[CH:23][CH:24]=3)[CH2:19]2)[CH:4]=1)[CH2:17][CH2:18][CH2:19][CH2:20][CH2:21][CH2:22][CH2:23][CH2:24][CH2:25][CH2:11][CH3:12], predict the reactants needed to synthesize it. The reactants are: [Cl:1][C:2]1[N:3]=[CH:4][NH:5][C:6]=1[Cl:7].[OH-].[K+].[Br:10][CH2:11][CH3:12].[K+].[Br-].Br[CH2:16][CH2:17][C:18]1[CH:27]=[CH:26][C:25]2[C:20](=[CH:21][CH:22]=[CH:23][CH:24]=2)[CH:19]=1. (3) Given the product [C:17]([O:16][C:14]([N:9]1[CH2:8][CH2:7][C:6]2=[C:4]([OH:5])[N:23]3[C:22]([N:21]=[C:12]2[CH2:11][CH2:10]1)=[CH:26][CH:25]=[N:24]3)=[O:15])([CH3:18])([CH3:19])[CH3:20], predict the reactants needed to synthesize it. The reactants are: C(O[C:4]([CH:6]1[C:12](=O)[CH2:11][CH2:10][N:9]([C:14]([O:16][C:17]([CH3:20])([CH3:19])[CH3:18])=[O:15])[CH2:8][CH2:7]1)=[O:5])C.[NH2:21][C:22]1[CH:26]=[CH:25][NH:24][N:23]=1. (4) Given the product [F:1][C:2]([F:7])([F:6])[C:3]([OH:5])=[O:4].[F:41][C:9]([F:8])([F:40])[C@@:10]([C:13]1[CH:14]=[CH:15][C:16]([N:19]2[CH2:24][CH2:23][N:22]([S:25]([C:28]3[S:29][CH:30]=[CH:31][CH:32]=3)(=[O:27])=[O:26])[CH2:21][C@H:20]2[CH2:33][C:34]2[CH:35]=[CH:36][N:37]=[CH:38][CH:39]=2)=[CH:17][CH:18]=1)([OH:12])[CH3:11], predict the reactants needed to synthesize it. The reactants are: [F:1][C:2]([F:7])([F:6])[C:3]([OH:5])=[O:4].[F:8][C:9]([F:41])([F:40])[C@@:10]([C:13]1[CH:18]=[CH:17][C:16]([N:19]2[CH2:24][CH2:23][N:22]([S:25]([C:28]3[S:29][CH:30]=[CH:31][CH:32]=3)(=[O:27])=[O:26])[CH2:21][C@@H:20]2[CH2:33][C:34]2[CH:39]=[CH:38][N:37]=[CH:36][CH:35]=2)=[CH:15][CH:14]=1)([OH:12])[CH3:11].FC(F)(F)C(O)=O.FC(F)(F)[C@](C1C=CC(N2CCN(S(C3SC=CC=3)(=O)=O)C[C@H]2CC2C=CN=CC=2)=CC=1)(O)C.FC(F)(F)C(O)=O.FC(F)(F)[C@](C1C=CC(N2CCN(S(C3SC=CC=3)(=O)=O)C[C@@H]2CC2C=CN=CC=2)=CC=1)(O)C.C1N=C(N)C2N=CN([C@@H]3O[C@H](COP(OP(OC[C@H]4O[C@@H](N5C=C(C(N)=O)CC=C5)[C@H](O)[C@@H]4O)(O)=O)(O)=O)[C@@H](O)[C@H]3OP(O)(O)=O)C=2N=1. (5) Given the product [Cl:11][CH2:12][CH2:13][CH2:14][CH2:15][N:7]1[C:6]2[CH:10]=[C:2]([F:1])[CH:3]=[CH:4][C:5]=2[N:9]=[N:8]1, predict the reactants needed to synthesize it. The reactants are: [F:1][C:2]1[CH:3]=[CH:4][C:5]2[N:9]=[N:8][NH:7][C:6]=2[CH:10]=1.[Cl:11][CH2:12][CH2:13][CH2:14][CH2:15]Br. (6) The reactants are: C([S@]([NH:7][C@@H:8]([C:10]1[CH:15]=[CH:14][C:13]([NH:16][S:17]([CH3:20])(=[O:19])=[O:18])=[C:12]([CH2:21][OH:22])[CH:11]=1)[CH3:9])=O)(C)(C)C.[ClH:23].CO. Given the product [ClH:23].[NH2:7][C@@H:8]([C:10]1[CH:15]=[CH:14][C:13]([NH:16][S:17]([CH3:20])(=[O:19])=[O:18])=[C:12]([CH2:21][OH:22])[CH:11]=1)[CH3:9], predict the reactants needed to synthesize it. (7) Given the product [CH3:19][O:18][C:16](=[O:17])[C@@H:8]([CH2:7][CH:1]1[CH2:2][CH2:3][CH2:4][CH2:5][CH2:6]1)[CH2:9][CH:26]([O:27][CH3:28])[O:29][CH3:30], predict the reactants needed to synthesize it. The reactants are: [CH:1]1([CH2:7][CH:8]([C:16]([O:18][CH3:19])=[O:17])[CH2:9][C@@H](O)S([O-])(=O)=O)[CH2:6][CH2:5][CH2:4][CH2:3][CH2:2]1.[Na+].CO.Cl.CO[CH:26]([O:29][CH3:30])[O:27][CH3:28]. (8) Given the product [C:3]([O:7][C:8]([N:10]1[CH2:14][CH2:13][C@@H:12]([O:15][CH2:18][C:19]2[CH:20]=[N:21][CH:22]=[CH:23][CH:24]=2)[CH2:11]1)=[O:9])([CH3:6])([CH3:4])[CH3:5], predict the reactants needed to synthesize it. The reactants are: [H-].[Na+].[C:3]([O:7][C:8]([N:10]1[CH2:14][CH2:13][C@@H:12]([OH:15])[CH2:11]1)=[O:9])([CH3:6])([CH3:5])[CH3:4].Cl.Cl[CH2:18][C:19]1[CH:20]=[N:21][CH:22]=[CH:23][CH:24]=1. (9) Given the product [F:28][C:20]1[C:21]([C:22]2[CH:23]=[CH:24][N:25]=[CH:26][CH:27]=2)=[C:16]([F:15])[CH:17]=[CH:18][C:19]=1[C:2]1[N:6]2[CH:7]=[CH:8][C:9]([C:11]([F:14])([F:13])[F:12])=[N:10][C:5]2=[N:4][CH:3]=1, predict the reactants needed to synthesize it. The reactants are: Br[C:2]1[N:6]2[CH:7]=[CH:8][C:9]([C:11]([F:14])([F:13])[F:12])=[N:10][C:5]2=[N:4][CH:3]=1.[F:15][C:16]1[C:21]([C:22]2[CH:27]=[CH:26][N:25]=[CH:24][CH:23]=2)=[C:20]([F:28])[CH:19]=[CH:18][C:17]=1B(O)O.